Dataset: NCI-60 drug combinations with 297,098 pairs across 59 cell lines. Task: Regression. Given two drug SMILES strings and cell line genomic features, predict the synergy score measuring deviation from expected non-interaction effect. (1) Drug 1: C(CN)CNCCSP(=O)(O)O. Drug 2: CC12CCC3C(C1CCC2OP(=O)(O)O)CCC4=C3C=CC(=C4)OC(=O)N(CCCl)CCCl.[Na+]. Cell line: PC-3. Synergy scores: CSS=-0.921, Synergy_ZIP=4.18, Synergy_Bliss=6.88, Synergy_Loewe=-2.07, Synergy_HSA=-1.25. (2) Drug 1: C1CCC(C1)C(CC#N)N2C=C(C=N2)C3=C4C=CNC4=NC=N3. Drug 2: CN(C)C1=NC(=NC(=N1)N(C)C)N(C)C. Cell line: BT-549. Synergy scores: CSS=-7.49, Synergy_ZIP=3.32, Synergy_Bliss=1.34, Synergy_Loewe=-5.92, Synergy_HSA=-4.49. (3) Cell line: A498. Drug 1: COC1=CC(=CC(=C1O)OC)C2C3C(COC3=O)C(C4=CC5=C(C=C24)OCO5)OC6C(C(C7C(O6)COC(O7)C8=CC=CS8)O)O. Synergy scores: CSS=29.3, Synergy_ZIP=2.44, Synergy_Bliss=2.43, Synergy_Loewe=-26.5, Synergy_HSA=2.28. Drug 2: CN(C(=O)NC(C=O)C(C(C(CO)O)O)O)N=O. (4) Drug 1: C1CC(=O)NC(=O)C1N2CC3=C(C2=O)C=CC=C3N. Drug 2: C1=NC2=C(N=C(N=C2N1C3C(C(C(O3)CO)O)O)F)N. Cell line: OVCAR-4. Synergy scores: CSS=-1.64, Synergy_ZIP=-0.178, Synergy_Bliss=-2.96, Synergy_Loewe=-4.71, Synergy_HSA=-4.31. (5) Drug 2: CC(C)CN1C=NC2=C1C3=CC=CC=C3N=C2N. Drug 1: COC1=C2C(=CC3=C1OC=C3)C=CC(=O)O2. Synergy scores: CSS=1.45, Synergy_ZIP=-2.76, Synergy_Bliss=-5.63, Synergy_Loewe=-3.49, Synergy_HSA=-3.89. Cell line: BT-549. (6) Drug 1: CC1CCC2CC(C(=CC=CC=CC(CC(C(=O)C(C(C(=CC(C(=O)CC(OC(=O)C3CCCCN3C(=O)C(=O)C1(O2)O)C(C)CC4CCC(C(C4)OC)O)C)C)O)OC)C)C)C)OC. Drug 2: C1CN1C2=NC(=NC(=N2)N3CC3)N4CC4. Cell line: BT-549. Synergy scores: CSS=23.5, Synergy_ZIP=-8.90, Synergy_Bliss=-4.49, Synergy_Loewe=-2.14, Synergy_HSA=-1.31. (7) Drug 1: C1=CC(=CC=C1CCC2=CNC3=C2C(=O)NC(=N3)N)C(=O)NC(CCC(=O)O)C(=O)O. Drug 2: COC1=C2C(=CC3=C1OC=C3)C=CC(=O)O2. Cell line: NCI-H460. Synergy scores: CSS=44.2, Synergy_ZIP=2.78, Synergy_Bliss=2.07, Synergy_Loewe=-20.9, Synergy_HSA=1.36.